This data is from Reaction yield outcomes from USPTO patents with 853,638 reactions. The task is: Predict the reaction yield, written as a fraction of the theoretical maximum amount of product (1.0 means a 100% yield; for example, 0.34 means a 34% yield). (1) The reactants are [C:1]([NH:9][C:10]1[C:11]2[N:12]=[CH:13][N:14]([C:33]=2[N:34]=[CH:35][N:36]=1)[C@@H:15]1[O:32][C@H:22]([CH2:23][O:24][Si](C(C)(C)C)(C)C)[C@@H:17]([O:18][CH2:19]SC)[CH2:16]1)(=[O:8])[C:2]1[CH:7]=[CH:6][CH:5]=[CH:4][CH:3]=1.C1CCCCC=1.[N-:43]=[N+:44]=[N-:45].[Na+].[NH4+].[F-]. The catalyst is C(Cl)Cl. The product is [C:1]([NH:9][C:10]1[C:11]2[N:12]=[CH:13][N:14]([C:33]=2[N:34]=[CH:35][N:36]=1)[C@@H:15]1[O:32][C@H:22]([CH2:23][OH:24])[C@@H:17]([O:18][CH2:19][N:43]=[N+:44]=[N-:45])[CH2:16]1)(=[O:8])[C:2]1[CH:7]=[CH:6][CH:5]=[CH:4][CH:3]=1. The yield is 0.480. (2) The reactants are [Br:1][C:2]1[S:6](=[O:8])(=[O:7])[C:5]2[CH:9]=[C:10]([O:13][CH3:14])[CH:11]=[CH:12][C:4]=2[C:3]=1Br.[Br:16][C:17]1[CH:22]=[CH:21][C:20]([OH:23])=[CH:19][CH:18]=1.C([O-])([O-])=O.[Cs+].[Cs+]. The catalyst is C1COCC1. The product is [Br:1][C:2]1[S:6](=[O:8])(=[O:7])[C:5]2[CH:9]=[C:10]([O:13][CH3:14])[CH:11]=[CH:12][C:4]=2[C:3]=1[O:23][C:20]1[CH:21]=[CH:22][C:17]([Br:16])=[CH:18][CH:19]=1. The yield is 0.980. (3) The reactants are Br[C:2]1[CH:3]=[CH:4][C:5]2[O:11][CH2:10][CH2:9][N:8]3[CH:12]=[C:13]([C:15]4[N:19]([CH:20]([CH3:22])[CH3:21])[N:18]=[C:17]([CH3:23])[N:16]=4)[N:14]=[C:7]3[C:6]=2[CH:24]=1.[F:25][C:26]1[N:31]=[CH:30][C:29](B(O)O)=[CH:28][CH:27]=1. No catalyst specified. The product is [F:25][C:26]1[N:31]=[CH:30][C:29]([C:2]2[CH:3]=[CH:4][C:5]3[O:11][CH2:10][CH2:9][N:8]4[CH:12]=[C:13]([C:15]5[N:19]([CH:20]([CH3:22])[CH3:21])[N:18]=[C:17]([CH3:23])[N:16]=5)[N:14]=[C:7]4[C:6]=3[CH:24]=2)=[CH:28][CH:27]=1. The yield is 0.390. (4) The reactants are [CH:1]1([N:6]2[CH2:11][CH2:10][N:9]([C:12]([C:14]3[CH:15]=[C:16]4[C:20](=[CH:21][CH:22]=3)[NH:19][C:18]([C:23]([N:25]3[CH2:30][CH2:29][O:28][CH2:27][CH2:26]3)=[O:24])=[CH:17]4)=[O:13])[CH2:8][CH2:7]2)[CH2:5][CH2:4][CH2:3][CH2:2]1.[H-].[Na+].Br[CH:34]([CH3:36])[CH3:35]. The catalyst is CN(C)C=O. The product is [CH:1]1([N:6]2[CH2:7][CH2:8][N:9]([C:12]([C:14]3[CH:15]=[C:16]4[C:20](=[CH:21][CH:22]=3)[N:19]([CH:34]([CH3:36])[CH3:35])[C:18]([C:23]([N:25]3[CH2:26][CH2:27][O:28][CH2:29][CH2:30]3)=[O:24])=[CH:17]4)=[O:13])[CH2:10][CH2:11]2)[CH2:5][CH2:4][CH2:3][CH2:2]1. The yield is 0.310. (5) The reactants are [CH3:1][O:2][C:3]1[CH:24]=[CH:23][C:6]([CH2:7][O:8][C:9]2[CH:22]=[CH:21][CH:20]=[CH:19][C:10]=2[O:11][C:12]2([C:15](OC)=[O:16])[CH2:14][CH2:13]2)=[CH:5][CH:4]=1.[H-].[H-].[H-].[H-].[Li+].[Al+3]. The catalyst is C1COCC1. The product is [CH3:1][O:2][C:3]1[CH:4]=[CH:5][C:6]([CH2:7][O:8][C:9]2[CH:22]=[CH:21][CH:20]=[CH:19][C:10]=2[O:11][C:12]2([CH2:15][OH:16])[CH2:13][CH2:14]2)=[CH:23][CH:24]=1. The yield is 0.913. (6) The reactants are [NH2:1][C:2]1[C:3]([C:9]([NH:11][C:12]2[CH:13]=[N:14][CH:15]=[CH:16][CH:17]=2)=[O:10])=[N:4][C:5](Br)=[CH:6][N:7]=1.[C:18]1(B(O)O)[CH:23]=[CH:22][CH:21]=[CH:20][CH:19]=1.C(Cl)Cl.C([O-])([O-])=O.[Na+].[Na+]. The catalyst is C1(C)C=CC=CC=1.C1C=CC(P(C2C=CC=CC=2)[C-]2C=CC=C2)=CC=1.C1C=CC(P(C2C=CC=CC=2)[C-]2C=CC=C2)=CC=1.Cl[Pd]Cl.[Fe+2].C(O)C. The product is [NH2:1][C:2]1[C:3]([C:9]([NH:11][C:12]2[CH:13]=[N:14][CH:15]=[CH:16][CH:17]=2)=[O:10])=[N:4][C:5]([C:18]2[CH:23]=[CH:22][CH:21]=[CH:20][CH:19]=2)=[CH:6][N:7]=1. The yield is 0.690. (7) The product is [C:1]([O:5][C:6]([NH:8][CH2:9][C@@H:10]([CH3:14])[C:11]([NH:41][CH2:42][C@@H:43]([CH2:54][CH:55]([CH3:57])[CH3:56])[C:44]([O:46][CH2:47][C:48]1[CH:53]=[CH:52][CH:51]=[CH:50][CH:49]=1)=[O:45])=[O:13])=[O:7])([CH3:2])([CH3:3])[CH3:4]. The catalyst is C1COCC1.CN(C=O)C. The yield is 0.870. The reactants are [C:1]([O:5][C:6]([NH:8][CH2:9][C@@H:10]([CH3:14])[C:11]([O-:13])=O)=[O:7])([CH3:4])([CH3:3])[CH3:2].CN1CCOCC1.ClC(OCC(C)C)=O.C1(C)C(S(O)(=O)=O)=CC=CC=1.[NH2:41][CH2:42][C@@H:43]([CH2:54][CH:55]([CH3:57])[CH3:56])[C:44]([O:46][CH2:47][C:48]1[CH:53]=[CH:52][CH:51]=[CH:50][CH:49]=1)=[O:45]. (8) The reactants are [F:1][C:2]1[CH:3]=[CH:4][C:5]([C:8]([C:10]2[C:19]([NH2:20])=[C:18]3[C:13]([CH:14]=[CH:15][CH:16]=[N:17]3)=[CH:12][CH:11]=2)=O)=[N:6][CH:7]=1.[CH3:21][NH:22][S:23](Cl)(=[O:25])=[O:24].[BH4-].[Na+]. The catalyst is N1C=CC=CC=1. The product is [F:1][C:2]1[CH:3]=[CH:4][C:5]([CH:8]2[C:10]3[CH:11]=[CH:12][C:13]4[C:18](=[N:17][CH:16]=[CH:15][CH:14]=4)[C:19]=3[NH:20][S:23](=[O:25])(=[O:24])[N:22]2[CH3:21])=[N:6][CH:7]=1. The yield is 0.0220. (9) The reactants are [Br:1][C:2]1[N:6]([S:7]([C:10]2[CH:15]=[CH:14][CH:13]=[CH:12][CH:11]=2)(=[O:9])=[O:8])[CH:5]=[C:4]([CH2:16][OH:17])[CH:3]=1.O.C[N+]1([O-])CCOCC1. The catalyst is C(#N)C.[Ru]([O-])(=O)(=O)=O.C([N+](CCC)(CCC)CCC)CC. The product is [Br:1][C:2]1[N:6]([S:7]([C:10]2[CH:15]=[CH:14][CH:13]=[CH:12][CH:11]=2)(=[O:9])=[O:8])[CH:5]=[C:4]([CH:16]=[O:17])[CH:3]=1. The yield is 0.710.